This data is from Forward reaction prediction with 1.9M reactions from USPTO patents (1976-2016). The task is: Predict the product of the given reaction. (1) Given the reactants [F:1][C:2]1[CH:7]=[CH:6][C:5]([N:8]2[C:16]3[C:11](=[CH:12][C:13]([CH:17]([C:24]4[CH:29]=[CH:28][CH:27]=[CH:26][CH:25]=4)[CH:18]([CH2:22][CH3:23])[C:19]([NH2:21])=O)=[CH:14][CH:15]=3)[CH:10]=[N:9]2)=[CH:4][CH:3]=1.[H-].[Al+3].[Li+].[H-].[H-].[H-].C(OCC)C, predict the reaction product. The product is: [F:1][C:2]1[CH:3]=[CH:4][C:5]([N:8]2[C:16]3[C:11](=[CH:12][C:13]([CH:17]([C:24]4[CH:25]=[CH:26][CH:27]=[CH:28][CH:29]=4)[CH:18]([CH2:22][CH3:23])[CH2:19][NH2:21])=[CH:14][CH:15]=3)[CH:10]=[N:9]2)=[CH:6][CH:7]=1. (2) The product is: [Br:1][C:2]1[CH:3]=[CH:4][C:5]([F:25])=[C:6]([C:8]2([CH3:23])[CH2:9][N@:10]2[S:11]([C:14]2[CH:19]=[CH:18][CH:17]=[CH:16][C:15]=2[N+:20]([O-:22])=[O:21])(=[O:13])=[O:12])[CH:7]=1. Given the reactants [Br:1][C:2]1[CH:3]=[CH:4][C:5]([F:25])=[C:6]([C@@:8](O)([CH3:23])[CH2:9][NH:10][S:11]([C:14]2[CH:19]=[CH:18][CH:17]=[CH:16][C:15]=2[N+:20]([O-:22])=[O:21])(=[O:13])=[O:12])[CH:7]=1.C1C=CC(P(C2C=CC=CC=2)C2C=CC=CC=2)=CC=1.N(C(OCC)=O)=NC(OCC)=O, predict the reaction product.